This data is from Full USPTO retrosynthesis dataset with 1.9M reactions from patents (1976-2016). The task is: Predict the reactants needed to synthesize the given product. (1) The reactants are: [Cl:1][C:2]1[N:3]=[C:4]([N:9]2[CH2:14][CH2:13][O:12][CH2:11][CH2:10]2)[S:5][C:6]=1[CH:7]=O.[CH:15]([NH:18][C:19]([C@@H:21]1[C@H:26]([NH:27][C:28]2[C:33]([Cl:34])=[CH:32][N:31]=[C:30]([NH2:35])[C:29]=2[NH2:36])[C@@H:25]2[CH2:37][C@H:22]1[CH:23]=[CH:24]2)=[O:20])([CH3:17])[CH3:16].C([O-])(=O)C.[NH4+]. Given the product [CH:15]([NH:18][C:19]([C@@H:21]1[C@H:26]([NH:27][C:28]2[C:33]([Cl:34])=[CH:32][N:31]=[C:30]3[NH:35][C:7]([C:6]4[S:5][C:4]([N:9]5[CH2:14][CH2:13][O:12][CH2:11][CH2:10]5)=[N:3][C:2]=4[Cl:1])=[N:36][C:29]=23)[C@@H:25]2[CH2:37][C@H:22]1[CH:23]=[CH:24]2)=[O:20])([CH3:17])[CH3:16], predict the reactants needed to synthesize it. (2) Given the product [CH2:34]([O:8][C:7]1[C:2]([F:1])=[C:3]([CH2:9][NH:10][C:11]([C:13]2[CH:14]=[C:15]3[C:20](=[CH:21][CH:22]=2)[N:19]=[CH:18][CH:17]=[CH:16]3)=[O:12])[CH:4]=[CH:5][CH:6]=1)[CH2:33][C:32]#[CH:37], predict the reactants needed to synthesize it. The reactants are: [F:1][C:2]1[C:7]([OH:8])=[CH:6][CH:5]=[CH:4][C:3]=1[CH2:9][NH:10][C:11]([C:13]1[CH:14]=[C:15]2[C:20](=[CH:21][CH:22]=1)[N:19]=[CH:18][CH:17]=[CH:16]2)=[O:12].C(=O)([O-])[O-].[K+].[K+].C(#N)C.[C:32]1(C)[CH:37]=CC(S(O)(=O)=O)=[CH:34][CH:33]=1.CCC#C. (3) Given the product [CH:1]1([CH2:4][N:5]2[C:10](=[O:11])[C:9]([CH2:12][NH:27][CH2:28][CH2:29][OH:30])=[CH:8][C:7]([C:18]3[CH:23]=[CH:22][C:21]([O:24][CH3:25])=[C:20]([F:26])[CH:19]=3)=[N:6]2)[CH2:3][CH2:2]1, predict the reactants needed to synthesize it. The reactants are: [CH:1]1([CH2:4][N:5]2[C:10](=[O:11])[C:9]([CH2:12]OS(C)(=O)=O)=[CH:8][C:7]([C:18]3[CH:23]=[CH:22][C:21]([O:24][CH3:25])=[C:20]([F:26])[CH:19]=3)=[N:6]2)[CH2:3][CH2:2]1.[NH2:27][CH2:28][CH2:29][OH:30]. (4) Given the product [Br:2][C:3]1[CH:4]=[C:5]([C:9]2[C:13]([C:14]3[N:15]=[C:16]([CH:19]4[CH2:24][CH2:23][N:22]([S:42]([CH2:41][C:35]5[CH:40]=[CH:39][CH:38]=[CH:37][CH:36]=5)(=[O:44])=[O:43])[CH2:21][CH2:20]4)[S:17][CH:18]=3)=[C:12]([CH3:25])[O:11][N:10]=2)[CH:6]=[CH:7][CH:8]=1, predict the reactants needed to synthesize it. The reactants are: Br.[Br:2][C:3]1[CH:4]=[C:5]([C:9]2[C:13]([C:14]3[N:15]=[C:16]([CH:19]4[CH2:24][CH2:23][NH:22][CH2:21][CH2:20]4)[S:17][CH:18]=3)=[C:12]([CH3:25])[O:11][N:10]=2)[CH:6]=[CH:7][CH:8]=1.C(N(C(C)C)CC)(C)C.[C:35]1([CH2:41][S:42](Cl)(=[O:44])=[O:43])[CH:40]=[CH:39][CH:38]=[CH:37][CH:36]=1. (5) Given the product [C:55]([O:58][CH2:59][C:60]([O:62][C:63]1[C:71]([Cl:72])=[CH:70][C:69]([Cl:73])=[CH:68][C:64]=1[C:65]([Cl:67])=[O:66])=[O:61])(=[O:57])[CH3:56].[CH2:25]([O:17][C:15](=[O:16])[C@H:7]([CH2:8][C:9]1[CH:10]=[CH:11][CH:12]=[CH:13][CH:14]=1)[NH2:6])[CH3:33].[C:29]([O:1][C:2]1[C:21]([Cl:22])=[CH:20][C:19]([Cl:23])=[CH:18][C:3]=1[C:4]([NH:6][C@H:7]([C:15]([OH:17])=[O:16])[CH2:8][C:9]1[CH:10]=[CH:11][CH:12]=[CH:13][CH:14]=1)=[O:5])(=[O:30])[CH3:28], predict the reactants needed to synthesize it. The reactants are: [OH:1][C:2]1[C:21]([Cl:22])=[CH:20][C:19]([Cl:23])=[CH:18][C:3]=1[C:4]([NH:6][C@H:7]([C:15]([OH:17])=[O:16])[CH2:8][C:9]1[CH:14]=[CH:13][CH:12]=[CH:11][CH:10]=1)=[O:5].Cl[C:25]1C(Cl)=C(O)[C:28](=C[CH:33]=1)[C:29](O)=[O:30].C(OCC(OC1C(Cl)=CC(Cl)=CC=1C(O)=O)=O)(=O)C.[C:55]([O:58][CH2:59][C:60]([O:62][C:63]1[C:71]([Cl:72])=[CH:70][C:69]([Cl:73])=[CH:68][C:64]=1[C:65]([Cl:67])=[O:66])=[O:61])(=[O:57])[CH3:56]. (6) Given the product [NH2:1][C:2]1[CH:3]=[CH:4][C:5]([S:12][C:13]2[CH:18]=[CH:17][CH:16]=[CH:15][C:14]=2[CH2:19][OH:20])=[C:6]([CH2:7][OH:8])[CH:11]=1, predict the reactants needed to synthesize it. The reactants are: [NH2:1][C:2]1[CH:3]=[CH:4][C:5]([S:12][C:13]2[CH:18]=[CH:17][CH:16]=[CH:15][C:14]=2[C:19](OC)=[O:20])=[C:6]([CH:11]=1)[C:7](OC)=[O:8].S(C1C=CC=CC=1C(OC)=O)C1C=CC=CC=1C(OC)=O. (7) Given the product [CH2:1]([O:8][C:9](=[O:41])[NH:10][C@@H:11]1[CH2:17][CH2:16][CH2:15][N:14]([C:18]2[N:19]([CH3:40])[N:20]=[CH:21][C:22]=2[NH:23][C:24]([C:26]2[N:27]=[C:28]([C:50]3[CH:55]=[CH:54][CH:53]=[CH:52][C:51]=3[C:56]([F:59])([F:58])[F:57])[S:29][C:30]=2[NH:31][C:32]([O:34][C:35]([CH3:38])([CH3:37])[CH3:36])=[O:33])=[O:25])[CH2:13][CH2:12]1)[C:2]1[CH:7]=[CH:6][CH:5]=[CH:4][CH:3]=1, predict the reactants needed to synthesize it. The reactants are: [CH2:1]([O:8][C:9](=[O:41])[NH:10][C@@H:11]1[CH2:17][CH2:16][CH2:15][N:14]([C:18]2[N:19]([CH3:40])[N:20]=[CH:21][C:22]=2[NH:23][C:24]([C:26]2[N:27]=[C:28](Br)[S:29][C:30]=2[NH:31][C:32]([O:34][C:35]([CH3:38])([CH3:37])[CH3:36])=[O:33])=[O:25])[CH2:13][CH2:12]1)[C:2]1[CH:7]=[CH:6][CH:5]=[CH:4][CH:3]=1.CC1(C)C(C)(C)OB([C:50]2[CH:55]=[CH:54][CH:53]=[CH:52][C:51]=2[C:56]([F:59])([F:58])[F:57])O1.C(=O)([O-])[O-].[Na+].[Na+].C([O-])(=O)C.[K+].ClCCl.